Dataset: hERG Central: cardiac toxicity at 1µM, 10µM, and general inhibition. Task: Predict hERG channel inhibition at various concentrations. (1) The drug is CCOc1ccccc1NC(=O)C(NCCN(C)C)c1ccccc1.O=C(O)C(=O)O. Results: hERG_inhib (hERG inhibition (general)): blocker. (2) The compound is O=C(NC1CCCN(c2ccc(C(F)(F)F)cn2)C1)c1ccncc1. Results: hERG_inhib (hERG inhibition (general)): blocker.